Dataset: NCI-60 drug combinations with 297,098 pairs across 59 cell lines. Task: Regression. Given two drug SMILES strings and cell line genomic features, predict the synergy score measuring deviation from expected non-interaction effect. (1) Drug 1: COC1=CC(=CC(=C1O)OC)C2C3C(COC3=O)C(C4=CC5=C(C=C24)OCO5)OC6C(C(C7C(O6)COC(O7)C8=CC=CS8)O)O. Drug 2: COC1=C2C(=CC3=C1OC=C3)C=CC(=O)O2. Cell line: OVCAR-4. Synergy scores: CSS=5.20, Synergy_ZIP=-1.87, Synergy_Bliss=-0.547, Synergy_Loewe=-1.19, Synergy_HSA=0.0955. (2) Drug 1: CN1CCC(CC1)COC2=C(C=C3C(=C2)N=CN=C3NC4=C(C=C(C=C4)Br)F)OC. Drug 2: C1=CC(=CC=C1C#N)C(C2=CC=C(C=C2)C#N)N3C=NC=N3. Cell line: UO-31. Synergy scores: CSS=25.6, Synergy_ZIP=-4.71, Synergy_Bliss=2.00, Synergy_Loewe=0.492, Synergy_HSA=4.83. (3) Drug 1: CCC1=C2CN3C(=CC4=C(C3=O)COC(=O)C4(CC)O)C2=NC5=C1C=C(C=C5)O. Drug 2: CS(=O)(=O)CCNCC1=CC=C(O1)C2=CC3=C(C=C2)N=CN=C3NC4=CC(=C(C=C4)OCC5=CC(=CC=C5)F)Cl. Cell line: OVCAR3. Synergy scores: CSS=36.7, Synergy_ZIP=-8.70, Synergy_Bliss=-2.05, Synergy_Loewe=-0.186, Synergy_HSA=1.79. (4) Drug 1: CC1=C(C(=CC=C1)Cl)NC(=O)C2=CN=C(S2)NC3=CC(=NC(=N3)C)N4CCN(CC4)CCO. Drug 2: CC12CCC3C(C1CCC2OP(=O)(O)O)CCC4=C3C=CC(=C4)OC(=O)N(CCCl)CCCl.[Na+]. Cell line: OVCAR-5. Synergy scores: CSS=4.85, Synergy_ZIP=-5.05, Synergy_Bliss=-4.90, Synergy_Loewe=-8.15, Synergy_HSA=-5.20. (5) Drug 1: COC1=C(C=C2C(=C1)N=CN=C2NC3=CC(=C(C=C3)F)Cl)OCCCN4CCOCC4. Drug 2: CC1C(C(CC(O1)OC2CC(CC3=C2C(=C4C(=C3O)C(=O)C5=CC=CC=C5C4=O)O)(C(=O)C)O)N)O. Cell line: HT29. Synergy scores: CSS=30.4, Synergy_ZIP=-0.157, Synergy_Bliss=0.328, Synergy_Loewe=-24.3, Synergy_HSA=0.196. (6) Drug 1: CN(C)C1=NC(=NC(=N1)N(C)C)N(C)C. Drug 2: CC(C)NC(=O)C1=CC=C(C=C1)CNNC.Cl. Cell line: SF-295. Synergy scores: CSS=7.82, Synergy_ZIP=-1.33, Synergy_Bliss=2.29, Synergy_Loewe=2.33, Synergy_HSA=2.32. (7) Drug 1: CCC1(CC2CC(C3=C(CCN(C2)C1)C4=CC=CC=C4N3)(C5=C(C=C6C(=C5)C78CCN9C7C(C=CC9)(C(C(C8N6C)(C(=O)OC)O)OC(=O)C)CC)OC)C(=O)OC)O.OS(=O)(=O)O. Drug 2: CC12CCC3C(C1CCC2O)C(CC4=C3C=CC(=C4)O)CCCCCCCCCS(=O)CCCC(C(F)(F)F)(F)F. Cell line: HOP-92. Synergy scores: CSS=4.10, Synergy_ZIP=0.335, Synergy_Bliss=2.10, Synergy_Loewe=2.85, Synergy_HSA=1.13. (8) Drug 1: C1=NNC2=C1C(=O)NC=N2. Drug 2: CCN(CC)CCCC(C)NC1=C2C=C(C=CC2=NC3=C1C=CC(=C3)Cl)OC. Cell line: UACC-257. Synergy scores: CSS=4.53, Synergy_ZIP=-1.53, Synergy_Bliss=-3.05, Synergy_Loewe=-3.17, Synergy_HSA=-3.38. (9) Drug 1: CN(C)N=NC1=C(NC=N1)C(=O)N. Drug 2: CC1=C(C=C(C=C1)C(=O)NC2=CC(=CC(=C2)C(F)(F)F)N3C=C(N=C3)C)NC4=NC=CC(=N4)C5=CN=CC=C5. Cell line: SK-OV-3. Synergy scores: CSS=7.14, Synergy_ZIP=-1.79, Synergy_Bliss=2.74, Synergy_Loewe=1.33, Synergy_HSA=2.11. (10) Drug 1: CN(C)N=NC1=C(NC=N1)C(=O)N. Drug 2: CC=C1C(=O)NC(C(=O)OC2CC(=O)NC(C(=O)NC(CSSCCC=C2)C(=O)N1)C(C)C)C(C)C. Cell line: UACC-257. Synergy scores: CSS=65.1, Synergy_ZIP=5.84, Synergy_Bliss=3.84, Synergy_Loewe=-64.2, Synergy_HSA=0.102.